From a dataset of Catalyst prediction with 721,799 reactions and 888 catalyst types from USPTO. Predict which catalyst facilitates the given reaction. Reactant: [Cl:1][C:2]1[C:10]2[N:9]=[C:8]3[N:11]([C:15]4[C:16]([CH3:23])=[N:17][C:18]([O:21][CH3:22])=[CH:19][CH:20]=4)[CH2:12][CH2:13][CH2:14][N:7]3[C:6]=2[C:5]([CH:24]([CH:26]2[CH2:28][CH2:27]2)[OH:25])=[CH:4][CH:3]=1.N(C(N1CCCCC1)=O)=NC(N1CCCCC1)=O.C(P(CCCC)CCCC)CCC.[F:60][C:61]([F:65])([F:64])[CH2:62]O. Product: [Cl:1][C:2]1[C:10]2[N:9]=[C:8]3[N:11]([C:15]4[C:16]([CH3:23])=[N:17][C:18]([O:21][CH3:22])=[CH:19][CH:20]=4)[CH2:12][CH2:13][CH2:14][N:7]3[C:6]=2[C:5]([CH:24]([CH:26]2[CH2:28][CH2:27]2)[O:25][CH2:62][C:61]([F:65])([F:64])[F:60])=[CH:4][CH:3]=1. The catalyst class is: 7.